This data is from Catalyst prediction with 721,799 reactions and 888 catalyst types from USPTO. The task is: Predict which catalyst facilitates the given reaction. (1) Reactant: [C:1](=O)([O-])[O-].[Li+].[Li+].[C:7]1([CH:15]=[CH:14][CH:13]=[C:11]([OH:12])[C:9]=1[OH:10])[OH:8].CI.O. Product: [CH3:1][O:10][C:9]1[C:7]([OH:8])=[CH:15][CH:14]=[CH:13][C:11]=1[OH:12]. The catalyst class is: 9. (2) Reactant: [CH2:1]([NH:3][C:4](=[O:36])[NH:5][C:6]1[CH:11]=[CH:10][C:9]([C:12]2[N:13]=[C:14]([N:29]3[CH2:34][CH2:33][O:32][CH2:31][C@@H:30]3[CH3:35])[C:15]3C[CH2:20][N:19]([C:22]([O:24][C:25]([CH3:28])(C)C)=[O:23])[CH2:18][C:16]=3[N:17]=2)=[CH:8][CH:7]=1)[CH3:2].Cl[C:38]1[N:39]=[C:40](N2CCOC[C@@H]2C)[C:41]2CN(C(OCC)=O)CC=2N=1.N1C=CC=C(NC(NC2C=CC(B3OC(C)(C)C(C)(C)O3)=CC=2)=O)C=1. Product: [CH3:35][C@@H:30]1[N:29]([C:14]2[C:15]3[CH2:20][N:19]([C:22]([O:24][CH2:25][CH3:28])=[O:23])[CH2:18][C:16]=3[N:17]=[C:12]([C:9]3[CH:10]=[CH:11][C:6]([NH:5][C:4]([NH:3][C:1]4[CH:38]=[N:39][CH:40]=[CH:41][CH:2]=4)=[O:36])=[CH:7][CH:8]=3)[N:13]=2)[CH2:34][CH2:33][O:32][CH2:31]1. The catalyst class is: 140. (3) Reactant: [H-].[Na+].[C:3]([NH:6][C:7]1[C:8]([NH:32][C:33](=[O:36])[CH2:34]Cl)=[C:9]([C:13]2[NH:14][C:15]3[C:20]([C:21]=2[CH:22]2[CH2:27][CH2:26][CH2:25][CH2:24][CH2:23]2)=[CH:19][CH:18]=[C:17]([C:28]([O:30][CH3:31])=[O:29])[CH:16]=3)[CH:10]=[CH:11][CH:12]=1)(=[O:5])[CH3:4]. Product: [C:3]([NH:6][C:7]1[C:8]2[NH:32][C:33](=[O:36])[CH2:34][N:14]3[C:15]4[CH:16]=[C:17]([C:28]([O:30][CH3:31])=[O:29])[CH:18]=[CH:19][C:20]=4[C:21]([CH:22]4[CH2:27][CH2:26][CH2:25][CH2:24][CH2:23]4)=[C:13]3[C:9]=2[CH:10]=[CH:11][CH:12]=1)(=[O:5])[CH3:4]. The catalyst class is: 3. (4) Reactant: [CH3:1][S:2]([NH2:5])(=[O:4])=[O:3].[CH3:6][O:7][C:8]1[CH:15]=[CH:14][C:11]([CH2:12]Cl)=[CH:10][CH:9]=1.[C:16]([O-:19])([O-])=O.[K+].[K+].[I-].[K+]. Product: [CH3:6][O:7][C:8]1[CH:15]=[CH:14][C:11]([CH2:12][N:5]([CH2:12][C:11]2[CH:14]=[CH:15][C:8]([O:19][CH3:16])=[CH:9][CH:10]=2)[S:2]([CH3:1])(=[O:4])=[O:3])=[CH:10][CH:9]=1. The catalyst class is: 131.